This data is from Catalyst prediction with 721,799 reactions and 888 catalyst types from USPTO. The task is: Predict which catalyst facilitates the given reaction. (1) Reactant: [S:1]1[CH:5]=[CH:4][CH:3]=[C:2]1[CH:6]=O.[CH3:8][O:9][CH:10]([O:13][CH3:14])[CH2:11][NH2:12].[BH4-].[Na+]. Product: [CH3:8][O:9][CH:10]([O:13][CH3:14])[CH2:11][NH:12][CH2:6][C:2]1[S:1][CH:5]=[CH:4][CH:3]=1. The catalyst class is: 8. (2) Reactant: C([S:8][C:9]1[CH:18]=[C:17]2[C:12]([C:13]([Cl:19])=[CH:14][CH:15]=[N:16]2)=[CH:11][CH:10]=1)C1C=CC=CC=1.ClN1C(C)(C)C(=[O:28])N(Cl)C1=O.[F:31][C:32]1[C:37]([OH:38])=[C:36]([F:39])[C:35]([F:40])=[C:34]([F:41])[C:33]=1[F:42].C(N(CC)CC)C.[OH2:50]. Product: [Cl:19][C:13]1[C:12]2[C:17](=[CH:18][C:9]([S:8]([O:38][C:37]3[C:32]([F:31])=[C:33]([F:42])[C:34]([F:41])=[C:35]([F:40])[C:36]=3[F:39])(=[O:28])=[O:50])=[CH:10][CH:11]=2)[N:16]=[CH:15][CH:14]=1. The catalyst class is: 477.